This data is from Catalyst prediction with 721,799 reactions and 888 catalyst types from USPTO. The task is: Predict which catalyst facilitates the given reaction. Reactant: C1(P(=O)(C2C=CC=CC=2)C2C=CC=CC=2)C=CC=CC=1.FC(F)(F)S(OS(C(F)(F)F)(=O)=O)(=O)=O.C([S:43][C:44]([CH3:68])([CH3:67])[CH2:45][NH:46][C:47]([C:49]1[NH:50][C:51]2[C:56]([CH:57]=1)=[CH:55][CH:54]=[CH:53][C:52]=2[NH:58][S:59]([C:62]1[S:63][CH:64]=[CH:65][CH:66]=1)(=[O:61])=[O:60])=O)C1C=CC=CC=1. Product: [CH3:67][C:44]1([CH3:68])[S:43][C:47]([C:49]2[NH:50][C:51]3[C:56]([CH:57]=2)=[CH:55][CH:54]=[CH:53][C:52]=3[NH:58][S:59]([C:62]2[S:63][CH:64]=[CH:65][CH:66]=2)(=[O:61])=[O:60])=[N:46][CH2:45]1. The catalyst class is: 4.